Dataset: Forward reaction prediction with 1.9M reactions from USPTO patents (1976-2016). Task: Predict the product of the given reaction. (1) Given the reactants [Na+].[I-:2].[CH2:3]([N:7]([CH3:21])[C:8](=[O:20])[CH2:9][CH2:10][CH2:11][CH2:12][CH2:13][CH2:14][CH2:15][CH2:16][CH2:17][CH2:18]Br)[CH2:4][CH2:5][CH3:6].CCCCCCC, predict the reaction product. The product is: [CH2:3]([N:7]([CH3:21])[C:8](=[O:20])[CH2:9][CH2:10][CH2:11][CH2:12][CH2:13][CH2:14][CH2:15][CH2:16][CH2:17][CH2:18][I:2])[CH2:4][CH2:5][CH3:6]. (2) Given the reactants [Cl:1][C:2]1[N:10]=[C:9]([Cl:11])[C:8]([F:12])=[C:7](/[CH:13]=[N:14]/[CH2:15][C:16]2[CH:21]=[CH:20][C:19]([O:22][CH3:23])=[CH:18][C:17]=2[O:24][CH3:25])[C:3]=1[C:4]([OH:6])=O.[CH3:26][Li].Cl, predict the reaction product. The product is: [Cl:1][C:2]1[C:3]2[C:4](=[O:6])[N:14]([CH2:15][C:16]3[CH:21]=[CH:20][C:19]([O:22][CH3:23])=[CH:18][C:17]=3[O:24][CH3:25])[CH:13]([CH3:26])[C:7]=2[C:8]([F:12])=[C:9]([Cl:11])[N:10]=1. (3) The product is: [NH2:8][C:7]1[C:6]2[C:5](=[CH:12][CH:11]=[C:10]([N:13]3[CH2:17][CH2:16][N:15]([C:18]4[CH:19]=[N:20][CH:21]=[CH:22][C:23]=4[CH3:24])[C:14]3=[O:25])[CH:9]=2)[NH:3][N:2]=1. Given the reactants O.[NH2:2][NH2:3].F[C:5]1[CH:12]=[CH:11][C:10]([N:13]2[CH2:17][CH2:16][N:15]([C:18]3[CH:19]=[N:20][CH:21]=[CH:22][C:23]=3[CH3:24])[C:14]2=[O:25])=[CH:9][C:6]=1[C:7]#[N:8].CO, predict the reaction product. (4) The product is: [CH:3]1([C:2]2[N:1]=[C:8]([C:10]3[C:11]4[CH:26]=[CH:25][CH:24]=[CH:23][C:12]=4[S:13][C:14]=3[NH:15][C:16](=[O:22])[O:17][C:18]([CH3:21])([CH3:20])[CH3:19])[O:7][N:6]=2)[CH2:5][CH2:4]1. Given the reactants [NH2:1][C:2](=[N:6][O:7][C:8]([C:10]1[C:11]2[CH:26]=[CH:25][CH:24]=[CH:23][C:12]=2[S:13][C:14]=1[NH:15][C:16](=[O:22])[O:17][C:18]([CH3:21])([CH3:20])[CH3:19])=O)[CH:3]1[CH2:5][CH2:4]1.CCCC[N+](CCCC)(CCCC)CCCC.[F-], predict the reaction product. (5) Given the reactants [NH2:1][C:2]1[CH:3]=[C:4]2[C:8](=[CH:9][CH:10]=1)[NH:7][CH:6]=[C:5]2[CH:11]1[CH2:16][CH2:15][N:14](C(OC(C)(C)C)=O)[CH2:13][CH2:12]1.[C:24]([C:26]1[CH:27]=[C:28]([CH:32]=[CH:33][CH:34]=1)[C:29](O)=[O:30])#[N:25].F[B-](F)(F)F.N1(OC(N(C)C)=[N+](C)C)C2C=CC=CC=2N=N1.C(N(C(C)C)C(C)C)C.Cl, predict the reaction product. The product is: [C:24]([C:26]1[CH:27]=[C:28]([CH:32]=[CH:33][CH:34]=1)[C:29]([NH:1][C:2]1[CH:3]=[C:4]2[C:8](=[CH:9][CH:10]=1)[NH:7][CH:6]=[C:5]2[CH:11]1[CH2:12][CH2:13][NH:14][CH2:15][CH2:16]1)=[O:30])#[N:25]. (6) Given the reactants [Cl:1][C:2]1[C:3]([F:20])=[C:4]([F:19])[CH:5]=[C:6]2[C:11]=1[N:10]([CH:12]1[CH2:14][CH2:13]1)[CH:9]=[C:8]([C:15]([OH:17])=O)[C:7]2=[O:18].C1CN([P+](ON2N=NC3C=CC=CC2=3)(N2CCCC2)N2CCCC2)CC1.F[P-](F)(F)(F)(F)F.[Cl:54][C:55]1[CH:62]=[C:61]([Cl:63])[CH:60]=[CH:59][C:56]=1[CH2:57][NH2:58], predict the reaction product. The product is: [Cl:1][C:2]1[C:3]([F:20])=[C:4]([F:19])[CH:5]=[C:6]2[C:11]=1[N:10]([CH:12]1[CH2:13][CH2:14]1)[CH:9]=[C:8]([C:15]([NH:58][CH2:57][C:56]1[CH:59]=[CH:60][C:61]([Cl:63])=[CH:62][C:55]=1[Cl:54])=[O:17])[C:7]2=[O:18]. (7) Given the reactants Br[C:2]1[N:6]2[C:7](=[O:21])[CH:8]=[C:9]([CH2:11][C:12]3[C:13]([F:20])=[C:14]([CH:17]=[CH:18][CH:19]=3)[C:15]#[N:16])[N:10]=[C:5]2[S:4][C:3]=1[CH3:22].P([O-])([O-])([O-])=O.[K+].[K+].[K+].[C:31]([C@@H:33]1[CH2:35][C@H:34]1[B-](F)(F)F)#[N:32].[K+], predict the reaction product. The product is: [C:31]([CH:33]1[CH2:35][CH:34]1[C:2]1[N:6]2[C:7](=[O:21])[CH:8]=[C:9]([CH2:11][C:12]3[C:13]([F:20])=[C:14]([CH:17]=[CH:18][CH:19]=3)[C:15]#[N:16])[N:10]=[C:5]2[S:4][C:3]=1[CH3:22])#[N:32]. (8) Given the reactants [N:1]1[CH:6]=[CH:5][CH:4]=[C:3]([O:7][C:8]2[CH:17]=[CH:16][C:11]([C:12]([NH:14][NH2:15])=[O:13])=[CH:10][CH:9]=2)[CH:2]=1.[N:18]#[C:19][Br:20], predict the reaction product. The product is: [BrH:20].[N:1]1[CH:6]=[CH:5][CH:4]=[C:3]([O:7][C:8]2[CH:9]=[CH:10][C:11]([C:12]3[O:13][C:19]([NH2:18])=[N:15][N:14]=3)=[CH:16][CH:17]=2)[CH:2]=1.